Dataset: Catalyst prediction with 721,799 reactions and 888 catalyst types from USPTO. Task: Predict which catalyst facilitates the given reaction. (1) Reactant: [F:1][C:2]1[C:3]([N:9]=[CH:10][N:11]([CH3:13])[CH3:12])=[N:4][C:5]([OH:8])=[N:6][CH:7]=1.[CH2:14]([N:17]=[C:18]=[O:19])[CH2:15][CH3:16]. Product: [CH2:14]([NH:17][C:18]([N:6]1[CH:7]=[C:2]([F:1])[C:3]([N:9]=[CH:10][N:11]([CH3:13])[CH3:12])=[N:4][C:5]1=[O:8])=[O:19])[CH2:15][CH3:16]. The catalyst class is: 4. (2) Reactant: [Cl:1][C:2]1[C:7](I)=[C:6]([CH3:9])[N:5]=[C:4]([NH2:10])[N:3]=1.[CH3:11][N:12](C=O)C. Product: [NH2:10][C:4]1[N:3]=[C:2]([Cl:1])[C:7]([C:11]#[N:12])=[C:6]([CH3:9])[N:5]=1. The catalyst class is: 267.